From a dataset of Experimentally validated miRNA-target interactions with 360,000+ pairs, plus equal number of negative samples. Binary Classification. Given a miRNA mature sequence and a target amino acid sequence, predict their likelihood of interaction. The miRNA is hsa-miR-6838-5p with sequence AAGCAGCAGUGGCAAGACUCCU. The protein sequence of the target gene is MEERERGARSAGAGSPARPPSPRLDVSSDSFDPLLALYAPRLPPIPYPNAPCFNNVAEYESFLRTGVRGGGRGRGRARGAAAGSGVPAAPGPSGRTRRRPDAPAPDPERIQRLRRLMVAKEEGDGAAGAGRRGPGRSRKAPRNVLTRMPLHEGSPLGELHRCIREGVKVNVHIRTFKGLRGVCTGFLVAFDKFWNMALTDVDETYRKPVLGKAYERDSSLTLTRLFDRLKLQDSSKKEADSKSAVEDSTLSRYSQTSTWKLASVWGRADTGRGSHKRSRSVPSSLQASAREESRSELSGR.... Result: 1 (interaction).